This data is from Experimentally validated miRNA-target interactions with 360,000+ pairs, plus equal number of negative samples. The task is: Binary Classification. Given a miRNA mature sequence and a target amino acid sequence, predict their likelihood of interaction. Result: 1 (interaction). The protein sequence of the target gene is MSSRKTKSNAHAECLSQVQRILRERFCHHSPHSNLFGVQVQYKHLIELLKRTAIYGESNSVLIVGPRGSGKTTLLNHALKELMEIEVSENVIQVHLNGLLQTNEKIALKEITRQLNLDNVVEDKVFGSFAENLSFLLEALQKGDRTSSCPVIFILDEFDIFAHQKNQTLLYNLFDISQSAQTPVAVIGLTCRLDILELLEKRVKSRFSHRQIHLMNSFDFPQYLKIFKEQLSLPAEFPDKAFAERWNENVHCLSEDSTVLEVLQKHFSVNKNLQSLHMLLMLALNRVTVSHPFMTSADLM.... The miRNA is mmu-miR-3082-5p with sequence GACAGAGUGUGUGUGUCUGUGU.